From a dataset of Peptide-MHC class I binding affinity with 185,985 pairs from IEDB/IMGT. Regression. Given a peptide amino acid sequence and an MHC pseudo amino acid sequence, predict their binding affinity value. This is MHC class I binding data. (1) The peptide sequence is GPAFVRTKL. The MHC is HLA-B27:05 with pseudo-sequence HLA-B27:05. The binding affinity (normalized) is 0.0847. (2) The peptide sequence is FYPEKSTVI. The MHC is HLA-B58:01 with pseudo-sequence HLA-B58:01. The binding affinity (normalized) is 0.0847. (3) The peptide sequence is KSRCASPST. The MHC is HLA-B15:01 with pseudo-sequence HLA-B15:01. The binding affinity (normalized) is 0.302. (4) The peptide sequence is IYQEPFKNLK. The MHC is HLA-A32:01 with pseudo-sequence HLA-A32:01. The binding affinity (normalized) is 0. (5) The peptide sequence is LPEAYQWHI. The MHC is HLA-A02:19 with pseudo-sequence HLA-A02:19. The binding affinity (normalized) is 0.0847. (6) The peptide sequence is YLYNKYSFK. The MHC is HLA-B07:02 with pseudo-sequence HLA-B07:02. The binding affinity (normalized) is 0.0847. (7) The peptide sequence is LPRRSLKAF. The MHC is HLA-B51:01 with pseudo-sequence HLA-B51:01. The binding affinity (normalized) is 0.290. (8) The peptide sequence is SDYLFLDTI. The MHC is Patr-B2401 with pseudo-sequence Patr-B2401. The binding affinity (normalized) is 0.797. (9) The peptide sequence is EVEHRTRVR. The MHC is HLA-A11:01 with pseudo-sequence HLA-A11:01. The binding affinity (normalized) is 0.0847.